This data is from Catalyst prediction with 721,799 reactions and 888 catalyst types from USPTO. The task is: Predict which catalyst facilitates the given reaction. (1) Reactant: [C:1]1([CH:7]([C:14]2[CH:19]=[CH:18][CH:17]=[C:16]([C:20]([F:23])([F:22])[F:21])[CH:15]=2)[N:8]2[CH2:13][CH2:12][NH:11][CH2:10][CH2:9]2)[CH:6]=[CH:5][CH:4]=[CH:3][CH:2]=1.Br[CH2:25][C:26]([O:28][C:29]([CH3:32])([CH3:31])[CH3:30])=[O:27].C(N(CC)CC)C.O. Product: [C:1]1([CH:7]([C:14]2[CH:19]=[CH:18][CH:17]=[C:16]([C:20]([F:23])([F:22])[F:21])[CH:15]=2)[N:8]2[CH2:9][CH2:10][N:11]([CH2:25][C:26]([O:28][C:29]([CH3:32])([CH3:31])[CH3:30])=[O:27])[CH2:12][CH2:13]2)[CH:6]=[CH:5][CH:4]=[CH:3][CH:2]=1. The catalyst class is: 291. (2) Reactant: Cl[C:2]1[CH:7]=[C:6]([N:8]2[CH2:13][CH2:12][N:11]([C:14]3[C:19]([C:20]([F:23])([F:22])[F:21])=[CH:18][CH:17]=[CH:16][N:15]=3)[CH2:10][CH2:9]2)[N:5]=[C:4]([N:24]2[CH2:29][CH2:28][O:27][CH2:26][CH2:25]2)[N:3]=1.[CH3:30][O:31][C:32]([CH2:34][CH2:35][C:36]1[CH:37]=[C:38](B(O)O)[CH:39]=[CH:40][CH:41]=1)=[O:33].[O-]P([O-])([O-])=O.[K+].[K+].[K+]. Product: [CH3:30][O:31][C:32](=[O:33])[CH2:34][CH2:35][C:36]1[CH:41]=[CH:40][CH:39]=[C:38]([C:2]2[CH:7]=[C:6]([N:8]3[CH2:13][CH2:12][N:11]([C:14]4[C:19]([C:20]([F:23])([F:22])[F:21])=[CH:18][CH:17]=[CH:16][N:15]=4)[CH2:10][CH2:9]3)[N:5]=[C:4]([N:24]3[CH2:29][CH2:28][O:27][CH2:26][CH2:25]3)[N:3]=2)[CH:37]=1. The catalyst class is: 77. (3) Reactant: C(O[C@@H](C1C=CC=CC=1)C([O:8][C@H:9]([C:20]1[CH:25]=[CH:24][C:23]([O:26][CH:27]([F:29])[F:28])=[C:22]([O:30][CH2:31]C2CC2)[CH:21]=1)[CH2:10][C:11]1[C:16]([Cl:17])=[CH:15][N+:14]([O-:18])=[CH:13][C:12]=1[Cl:19])=O)(=O)C.FC(F)(F)C(O)=O. Product: [Cl:19][C:12]1[CH:13]=[N+:14]([O-:18])[CH:15]=[C:16]([Cl:17])[C:11]=1[CH2:10][C@@H:9]([C:20]1[CH:25]=[CH:24][C:23]([O:26][CH:27]([F:29])[F:28])=[C:22]([O:30][CH3:31])[CH:21]=1)[OH:8]. The catalyst class is: 2.